From a dataset of Reaction yield outcomes from USPTO patents with 853,638 reactions. Predict the reaction yield, written as a fraction of the theoretical maximum amount of product (1.0 means a 100% yield; for example, 0.34 means a 34% yield). (1) The reactants are Br[C:2]1[CH:9]=[CH:8][C:5]([C:6]#[N:7])=[C:4]([O:10][CH3:11])[CH:3]=1.[CH:12](N(C(C)C)CC)(C)[CH3:13].C([Sn](CCCC)(CCCC)C=C)CCC. The catalyst is C1(C)C=CC=CC=1.C1C=CC([P]([Pd]([P](C2C=CC=CC=2)(C2C=CC=CC=2)C2C=CC=CC=2)([P](C2C=CC=CC=2)(C2C=CC=CC=2)C2C=CC=CC=2)[P](C2C=CC=CC=2)(C2C=CC=CC=2)C2C=CC=CC=2)(C2C=CC=CC=2)C2C=CC=CC=2)=CC=1. The product is [CH:12]([C:2]1[CH:9]=[CH:8][C:5]([C:6]#[N:7])=[C:4]([O:10][CH3:11])[CH:3]=1)=[CH2:13]. The yield is 0.910. (2) The reactants are Br[C:2]1[C:7]2[NH:8][CH2:9][CH2:10][CH2:11][C@H:12]([N:13]([CH2:20][C:21]3[CH:26]=[C:25]([C:27]([F:30])([F:29])[F:28])[CH:24]=[C:23]([Cl:31])[CH:22]=3)[C:14]3[N:15]=[N:16][N:17]([CH3:19])[N:18]=3)[C:6]=2[CH:5]=[C:4]([CH3:32])[C:3]=1[C:33]([F:36])(F)[F:34].[CH3:37]B(O)O.[F-:41]. The catalyst is O1CCOCC1.C(OCC)(=O)C.[Cl-].[Cl-].C1(P([C-]2C=CC=C2)C2C=CC=CC=2)C=CC=CC=1.[CH-]1C=CC=C1.[Fe+2].[Pd+2]. The product is [Cl:31][C:23]1[CH:22]=[C:21]([CH:26]=[C:25]([C:27]([F:28])([F:29])[F:30])[CH:24]=1)[CH2:20][N:13]([C@H:12]1[CH2:11][CH2:10][CH2:9][NH:8][C:7]2[C:2]([CH3:37])=[C:3]([C:33]([F:34])([F:36])[F:41])[C:4]([CH3:32])=[CH:5][C:6]1=2)[C:14]1[N:15]=[N:16][N:17]([CH3:19])[N:18]=1. The yield is 0.900. (3) The reactants are C(O[C:4]([C:6]1[S:14][C:9]2=[N:10][CH:11]=[CH:12][CH:13]=[C:8]2[C:7]=1[NH2:15])=[O:5])C.[NH2:16][C:17](N)=[O:18]. The catalyst is [OH-].[Na+]. The product is [NH:15]1[C:7]2[C:8]3[CH:13]=[CH:12][CH:11]=[N:10][C:9]=3[S:14][C:6]=2[C:4](=[O:5])[NH:16][C:17]1=[O:18]. The yield is 0.250. (4) The reactants are C([O:5][C:6]([C:8]1([CH3:16])[CH2:15][CH2:14][CH2:13][CH:12]=[CH:11][CH2:10][CH2:9]1)=O)(C)(C)C.[H-].[Al+3].[Li+].[H-].[H-].[H-].C(OCC)(=O)C.Cl. The catalyst is C(OCC)C. The product is [CH3:16][C:8]1([CH2:6][OH:5])[CH2:15][CH2:14][CH2:13][CH:12]=[CH:11][CH2:10][CH2:9]1. The yield is 0.990. (5) The reactants are [OH:1][C:2]([CH3:21])([CH3:20])[CH2:3][N:4]1[C:8]([CH3:9])=[C:7]([C:10]([OH:12])=O)[C:6](=[O:13])[N:5]1[C:14]1[CH:19]=[CH:18][CH:17]=[CH:16][CH:15]=1.CN(C=O)C.[NH2:27][C:28]1[CH:48]=[CH:47][C:31]([O:32][C:33]2[N:38]=[CH:37][N:36]=[C:35]([NH:39][C:40]([N:42]3[CH2:46][CH2:45][CH2:44][CH2:43]3)=[O:41])[CH:34]=2)=[C:30]([F:49])[CH:29]=1.CN(C(ON1N=NC2C=CC=NC1=2)=[N+](C)C)C.F[P-](F)(F)(F)(F)F. The catalyst is ClCCl.O.ClCCl.CO. The product is [F:49][C:30]1[CH:29]=[C:28]([NH:27][C:10]([C:7]2[C:6](=[O:13])[N:5]([C:14]3[CH:15]=[CH:16][CH:17]=[CH:18][CH:19]=3)[N:4]([CH2:3][C:2]([OH:1])([CH3:20])[CH3:21])[C:8]=2[CH3:9])=[O:12])[CH:48]=[CH:47][C:31]=1[O:32][C:33]1[CH:34]=[C:35]([NH:39][C:40]([N:42]2[CH2:43][CH2:44][CH2:45][CH2:46]2)=[O:41])[N:36]=[CH:37][N:38]=1. The yield is 0.700. (6) The reactants are [Br:1][C:2]1[CH:9]=[CH:8][C:5]([CH:6]=[O:7])=[CH:4][N:3]=1.[CH2:10](O)[CH2:11][CH2:12][OH:13].C12(CS(O)(=O)=O)C(C)(C)C(CC1)CC2=O.O. The catalyst is C1(C)C=CC=CC=1. The product is [Br:1][C:2]1[CH:9]=[CH:8][C:5]([CH:6]2[O:13][CH2:12][CH2:11][CH2:10][O:7]2)=[CH:4][N:3]=1. The yield is 0.840.